This data is from Catalyst prediction with 721,799 reactions and 888 catalyst types from USPTO. The task is: Predict which catalyst facilitates the given reaction. (1) Reactant: C[C@H]1CO[C@@:5]2([O:9][C@H:8]3[CH2:10][C@H:11]4[C@@H:16]5[CH2:17][CH2:18][C@H:19]6[CH2:24][C@@H](O)C[CH2:21][C@:20]6([CH3:26])[C@H:15]5[CH2:14][C@@H:13]([OH:27])[C@:12]4([CH3:28])[C@H:7]3[C@@H:6]2C)CC1.[C:32]([OH:35])(=O)[CH3:33]. Product: [OH:35][C@H:32]1[CH2:33][CH2:26][C@@:20]2([CH3:21])[C@@H:19]([CH2:18][CH2:17][C@@H:16]3[C@@H:15]2[CH2:14][C@@H:13]([OH:27])[C@@:12]2([CH3:28])[C@H:11]3[CH2:5][CH:6]=[C:7]2[C:8](=[O:9])[CH3:10])[CH2:24]1. The catalyst class is: 152. (2) Reactant: [CH2:1]([NH:6][C:7]1[CH:8]=[C:9]([C:13]2[CH:18]=[CH:17][C:16]([C:19]([F:22])([F:21])[F:20])=[CH:15][CH:14]=2)[CH:10]=[CH:11][CH:12]=1)[CH2:2][CH2:3][CH2:4][CH3:5].Br[CH2:24][C:25]1[CH:37]=[CH:36][C:28]([O:29][CH2:30][C:31]([O:33][CH2:34][CH3:35])=[O:32])=[C:27]([CH3:38])[CH:26]=1.C(N(CC)C(C)C)(C)C. Product: [CH3:38][C:27]1[CH:26]=[C:25]([CH2:24][N:6]([CH2:1][CH2:2][CH2:3][CH2:4][CH3:5])[C:7]2[CH:8]=[C:9]([C:13]3[CH:18]=[CH:17][C:16]([C:19]([F:20])([F:21])[F:22])=[CH:15][CH:14]=3)[CH:10]=[CH:11][CH:12]=2)[CH:37]=[CH:36][C:28]=1[O:29][CH2:30][C:31]([O:33][CH2:34][CH3:35])=[O:32]. The catalyst class is: 23. (3) Reactant: [F:1][C:2]1[CH:11]=[C:10]2[C:5]([N:6]=[CH:7][C:8](O)=[N:9]2)=[CH:4][CH:3]=1.P(Cl)(Cl)([Cl:15])=O. Product: [Cl:15][C:8]1[CH:7]=[N:6][C:5]2[C:10](=[CH:11][C:2]([F:1])=[CH:3][CH:4]=2)[N:9]=1. The catalyst class is: 3. (4) Reactant: [CH3:1][O:2][C:3]1[CH:4]=[CH:5][C:6]([N+:12]([O-:14])=[O:13])=[C:7]([CH:11]=1)[C:8](O)=[O:9].S(Cl)(Cl)=O.C[N:20](C=O)C. Product: [CH3:1][O:2][C:3]1[CH:4]=[CH:5][C:6]([N+:12]([O-:14])=[O:13])=[C:7]([CH:11]=1)[C:8]([NH2:20])=[O:9]. The catalyst class is: 48. (5) Reactant: [F:1][C:2]1[CH:3]=[C:4]([C:20]2[CH:25]=[CH:24][CH:23]=[C:22]([N+:26]([O-])=O)[CH:21]=2)[CH:5]=[C:6]([F:19])[C:7]=1[CH2:8][NH:9][CH:10]1[CH2:18][C:17]2[C:12](=[CH:13][CH:14]=[CH:15][CH:16]=2)[CH2:11]1.[CH3:29][C:30]([O:33][C:34](O[C:34]([O:33][C:30]([CH3:32])([CH3:31])[CH3:29])=[O:35])=[O:35])([CH3:32])[CH3:31].C(N(CC)CC)C. Product: [NH2:26][C:22]1[CH:21]=[C:20]([C:4]2[CH:3]=[C:2]([F:1])[C:7]([CH2:8][N:9]([CH:10]3[CH2:18][C:17]4[C:12](=[CH:13][CH:14]=[CH:15][CH:16]=4)[CH2:11]3)[C:34](=[O:35])[O:33][C:30]([CH3:32])([CH3:31])[CH3:29])=[C:6]([F:19])[CH:5]=2)[CH:25]=[CH:24][CH:23]=1. The catalyst class is: 49.